Dataset: Full USPTO retrosynthesis dataset with 1.9M reactions from patents (1976-2016). Task: Predict the reactants needed to synthesize the given product. Given the product [F:32][C:33]1[CH:34]=[CH:35][C:36]([CH2:37][CH2:38][N:39]2[CH:43]=[CH:42][N:41]([C:45]3[S:46][C:47]([C:51]([NH:53][CH2:54][C:55]4[CH:56]=[N:57][CH:58]=[CH:59][CH:60]=4)=[O:52])=[C:48]([CH3:50])[N:49]=3)[C:40]2=[O:61])=[CH:62][CH:63]=1, predict the reactants needed to synthesize it. The reactants are: C(NC(C1SC(N2C(O)CN(CC3C=CC(F)=CC=3)C2=O)=NC=1C)=O)C1C=CC=CC=1.[F:32][C:33]1[CH:63]=[CH:62][C:36]([CH2:37][CH2:38][N:39]2[CH2:43][CH:42](O)[N:41]([C:45]3[S:46][C:47]([C:51]([NH:53][CH2:54][C:55]4[CH:56]=[N:57][CH:58]=[CH:59][CH:60]=4)=[O:52])=[C:48]([CH3:50])[N:49]=3)[C:40]2=[O:61])=[CH:35][CH:34]=1.